From a dataset of Peptide-MHC class II binding affinity with 134,281 pairs from IEDB. Regression. Given a peptide amino acid sequence and an MHC pseudo amino acid sequence, predict their binding affinity value. This is MHC class II binding data. (1) The peptide sequence is AFMLAWNYGVPRVMS. The MHC is DRB1_0405 with pseudo-sequence DRB1_0405. The binding affinity (normalized) is 0.613. (2) The peptide sequence is HWFSRENSYSGVEGEGL. The MHC is DRB1_1501 with pseudo-sequence DRB1_1501. The binding affinity (normalized) is 0.203. (3) The peptide sequence is TATAAVGAATGAATA. The MHC is HLA-DQA10301-DQB10302 with pseudo-sequence HLA-DQA10301-DQB10302. The binding affinity (normalized) is 0.245. (4) The peptide sequence is KIEIDQDHQEEICEV. The MHC is HLA-DPA10201-DPB11401 with pseudo-sequence HLA-DPA10201-DPB11401. The binding affinity (normalized) is 0. (5) The peptide sequence is INKWQVVAPQLPADL. The MHC is DRB1_1602 with pseudo-sequence DRB1_1602. The binding affinity (normalized) is 0.449. (6) The peptide sequence is EAGKESCFCYFDCSK. The MHC is DRB1_0401 with pseudo-sequence DRB1_0401. The binding affinity (normalized) is 0.329. (7) The peptide sequence is TIDGRGAEVHIGNGG. The MHC is DRB3_0202 with pseudo-sequence DRB3_0202. The binding affinity (normalized) is 0.